From a dataset of Catalyst prediction with 721,799 reactions and 888 catalyst types from USPTO. Predict which catalyst facilitates the given reaction. Reactant: [C:1]([O:5][CH2:6][CH3:7])(=[O:4])[CH2:2][CH3:3].[I-].[NH2:9][N+:10]1[CH:15]=[CH:14][CH:13]=[CH:12][CH:11]=1.C(=O)([O-])[O-].[K+].[K+].O. Product: [N:9]1[N:10]2[CH:15]=[CH:14][CH:13]=[CH:12][C:11]2=[C:2]([C:1]([O:5][CH2:6][CH3:7])=[O:4])[CH:3]=1. The catalyst class is: 39.